Dataset: Forward reaction prediction with 1.9M reactions from USPTO patents (1976-2016). Task: Predict the product of the given reaction. (1) Given the reactants Br.[NH2:2][C:3]1[N:8]=[CH:7][C:6]([C:9]2[CH:14]=[CH:13][C:12]([S:15]([NH:18][CH:19]3[CH2:21][CH2:20]3)(=[O:17])=[O:16])=[CH:11][CH:10]=2)=[CH:5][C:4]=1Br.[CH3:23][C:24]1([CH3:44])[C:33]2[C:28](=[CH:29][CH:30]=[C:31](B3OC(C)(C)C(C)(C)O3)[CH:32]=2)[C:27](=[O:43])[NH:26][CH2:25]1, predict the reaction product. The product is: [NH2:2][C:3]1[N:8]=[CH:7][C:6]([C:9]2[CH:14]=[CH:13][C:12]([S:15]([NH:18][CH:19]3[CH2:21][CH2:20]3)(=[O:17])=[O:16])=[CH:11][CH:10]=2)=[CH:5][C:4]=1[C:31]1[CH:32]=[C:33]2[C:28](=[CH:29][CH:30]=1)[C:27](=[O:43])[NH:26][CH2:25][C:24]2([CH3:44])[CH3:23]. (2) The product is: [ClH:23].[Cl:23][C:24]1[CH:25]=[CH:26][C:27]2[S:31][C:30]([S:32]([N:18]3[C:19]4[C:15](=[C:14]([N:11]5[CH2:10][CH2:9][NH:8][CH2:13][CH2:12]5)[CH:22]=[CH:21][CH:20]=4)[CH:16]=[CH:17]3)(=[O:34])=[O:33])=[C:29]([CH3:36])[C:28]=2[CH:37]=1. Given the reactants C([N:8]1[CH2:13][CH2:12][N:11]([C:14]2[CH:22]=[CH:21][CH:20]=[C:19]3[C:15]=2[CH:16]=[CH:17][NH:18]3)[CH2:10][CH2:9]1)(OC(C)(C)C)=O.[Cl:23][C:24]1[CH:25]=[CH:26][C:27]2[S:31][C:30]([S:32](Cl)(=[O:34])=[O:33])=[C:29]([CH3:36])[C:28]=2[CH:37]=1, predict the reaction product.